Dataset: Forward reaction prediction with 1.9M reactions from USPTO patents (1976-2016). Task: Predict the product of the given reaction. (1) Given the reactants C([N:8]1[CH2:13][CH2:12][O:11][C@H:10]([CH2:14][C:15]2[CH:20]=[CH:19][C:18]([O:21][CH2:22][CH3:23])=[C:17]([C:24]([F:27])([F:26])[F:25])[CH:16]=2)[CH2:9]1)(OC(C)(C)C)=O, predict the reaction product. The product is: [CH2:22]([O:21][C:18]1[CH:19]=[CH:20][C:15]([CH2:14][C@H:10]2[O:11][CH2:12][CH2:13][NH:8][CH2:9]2)=[CH:16][C:17]=1[C:24]([F:25])([F:26])[F:27])[CH3:23]. (2) Given the reactants [CH3:1][O:2][C:3](=[O:16])[C@@H:4]1[CH2:8][CH2:7][CH2:6][N:5]1[C:9]([O:11][C:12]([CH3:15])([CH3:14])[CH3:13])=[O:10].C[Si]([N-][Si](C)(C)C)(C)C.[K+].[Br:27][C:28]1[CH:35]=[CH:34][C:31]([CH2:32]Br)=[CH:30][CH:29]=1, predict the reaction product. The product is: [CH3:1][O:2][C:3](=[O:16])[C@:4]1([CH2:32][C:31]2[CH:34]=[CH:35][C:28]([Br:27])=[CH:29][CH:30]=2)[CH2:8][CH2:7][CH2:6][N:5]1[C:9]([O:11][C:12]([CH3:13])([CH3:15])[CH3:14])=[O:10]. (3) Given the reactants [Cl:1][C:2]1[C:14]2[C:5](=[N:6][C:7]3[C:12]([C:13]=2Cl)=[CH:11][CH:10]=[CH:9][CH:8]=3)[O:4][CH:3]=1.[CH3:16][C:17]([C:19]1[CH:24]=[CH:23][C:22]([NH2:25])=[CH:21][CH:20]=1)=[O:18].[OH-].[Na+], predict the reaction product. The product is: [Cl:1][C:2]1[C:14]2[C:5](=[N:6][C:7]3[C:12]([C:13]=2[NH:25][C:22]2[CH:23]=[CH:24][C:19]([C:17](=[O:18])[CH3:16])=[CH:20][CH:21]=2)=[CH:11][CH:10]=[CH:9][CH:8]=3)[O:4][CH:3]=1. (4) The product is: [CH:30]([N:10]([CH:7]([CH3:9])[CH3:8])[CH2:11][CH2:12][CH:13]([C:20]1[CH:25]=[C:24]([CH2:26][CH2:27][OH:28])[CH:23]=[CH:22][C:21]=1[OH:29])[C:14]1[CH:19]=[CH:18][CH:17]=[CH:16][CH:15]=1)([CH3:32])[CH3:31]. Given the reactants C(=O)(O)[O-].[Na+].Cl.[CH:7]([N:10]([CH:30]([CH3:32])[CH3:31])[CH2:11][CH2:12][CH:13]([C:20]1[CH:25]=[C:24]([CH2:26][CH2:27][OH:28])[CH:23]=[CH:22][C:21]=1[OH:29])[C:14]1[CH:19]=[CH:18][CH:17]=[CH:16][CH:15]=1)([CH3:9])[CH3:8], predict the reaction product.